From a dataset of Catalyst prediction with 721,799 reactions and 888 catalyst types from USPTO. Predict which catalyst facilitates the given reaction. (1) Reactant: [CH:1]([C:3]1[NH:4][C:5]2[CH2:6][CH2:7][CH2:8][CH2:9][C:10]=2[C:11]=1[CH2:12][CH2:13][C:14]([OH:16])=[O:15])=O.[NH:17]1[C:25]2[C:20](=[CH:21][CH:22]=[CH:23][CH:24]=2)[CH2:19][C:18]1=[O:26].N1CCCCC1.N1CCCC1.Cl. Product: [O:26]=[C:18]1[C:19](=[CH:1][C:3]2[NH:4][C:5]3[CH2:6][CH2:7][CH2:8][CH2:9][C:10]=3[C:11]=2[CH2:12][CH2:13][C:14]([OH:16])=[O:15])[C:20]2[C:25](=[CH:24][CH:23]=[CH:22][CH:21]=2)[NH:17]1. The catalyst class is: 212. (2) Reactant: [CH2:1]([N:8]1[CH2:13][CH2:12][N:11]([C:14]([O:16][C:17]([CH3:20])([CH3:19])[CH3:18])=[O:15])[CH2:10][C@H:9]1[CH2:21][OH:22])[C:2]1[CH:7]=[CH:6][CH:5]=[CH:4][CH:3]=1.[H-].[Na+].Cl[C:26]1[CH:35]=[CH:34][C:29]([C:30]([O:32][CH3:33])=[O:31])=[CH:28][N:27]=1. Product: [CH2:1]([N:8]1[CH2:13][CH2:12][N:11]([C:14]([O:16][C:17]([CH3:18])([CH3:19])[CH3:20])=[O:15])[CH2:10][C@H:9]1[CH2:21][O:22][C:26]1[CH:35]=[CH:34][C:29]([C:30]([O:32][CH3:33])=[O:31])=[CH:28][N:27]=1)[C:2]1[CH:7]=[CH:6][CH:5]=[CH:4][CH:3]=1. The catalyst class is: 1. (3) Reactant: [C:1]([NH:8][CH2:9][CH2:10][OH:11])([O:3][C:4]([CH3:7])([CH3:6])[CH3:5])=[O:2].C(N(CC)CC)C.[CH3:19][S:20](Cl)(=[O:22])=[O:21]. Product: [C:4]([O:3][C:1]([NH:8][CH2:9][CH2:10][O:11][S:20]([CH3:19])(=[O:22])=[O:21])=[O:2])([CH3:5])([CH3:6])[CH3:7]. The catalyst class is: 2. (4) Reactant: [Br:1][C:2]1[CH:7]=[C:6]([F:8])[CH:5]=[CH:4][C:3]=1[NH:9][S:10]([CH2:13][CH3:14])(=[O:12])=[O:11].C(N(CC)CC)C.[CH2:22]([S:24](Cl)(=[O:26])=[O:25])[CH3:23].Cl. Product: [Br:1][C:2]1[CH:7]=[C:6]([F:8])[CH:5]=[CH:4][C:3]=1[N:9]([S:24]([CH2:22][CH3:23])(=[O:26])=[O:25])[S:10]([CH2:13][CH3:14])(=[O:12])=[O:11]. The catalyst class is: 10. (5) Reactant: [C:1]1([C:7]2[O:11][N:10]=[C:9]([C:12]([O:14][CH2:15][CH3:16])=[O:13])[CH:8]=2)[CH:6]=[CH:5][CH:4]=[CH:3][CH:2]=1.[I:17]N1C(=O)CCC1=O. Product: [I:17][C:8]1[C:9]([C:12]([O:14][CH2:15][CH3:16])=[O:13])=[N:10][O:11][C:7]=1[C:1]1[CH:2]=[CH:3][CH:4]=[CH:5][CH:6]=1. The catalyst class is: 55.